Dataset: Forward reaction prediction with 1.9M reactions from USPTO patents (1976-2016). Task: Predict the product of the given reaction. (1) Given the reactants [N:1]1[CH:6]=[CH:5][CH:4]=[C:3]([C:7]2[CH:8]=[CH:9][C:10]3[NH:16][C:15](=S)[CH2:14][CH2:13][CH2:12][C:11]=3[CH:18]=2)[CH:2]=1.[F:19][C:20]([F:26])([F:25])[C:21]([NH:23][NH2:24])=O.C1(O)CCCCC1.FC(F)(F)C(O)=O, predict the reaction product. The product is: [N:1]1[CH:6]=[CH:5][CH:4]=[C:3]([C:7]2[CH:8]=[CH:9][C:10]3[N:16]4[C:21]([C:20]([F:26])([F:25])[F:19])=[N:23][N:24]=[C:15]4[CH2:14][CH2:13][CH2:12][C:11]=3[CH:18]=2)[CH:2]=1. (2) Given the reactants [N:1]([CH2:4][CH2:5][C:6]1[N:7]=[C:8]([CH3:11])[S:9][CH:10]=1)=[N+]=[N-].[H][H], predict the reaction product. The product is: [CH3:11][C:8]1[S:9][CH:10]=[C:6]([CH2:5][CH2:4][NH2:1])[N:7]=1.